This data is from Peptide-MHC class I binding affinity with 185,985 pairs from IEDB/IMGT. The task is: Regression. Given a peptide amino acid sequence and an MHC pseudo amino acid sequence, predict their binding affinity value. This is MHC class I binding data. (1) The peptide sequence is IAGGVCYYLL. The MHC is HLA-A02:03 with pseudo-sequence HLA-A02:03. The binding affinity (normalized) is 0.114. (2) The peptide sequence is LTVKHMANV. The MHC is HLA-B46:01 with pseudo-sequence HLA-B46:01. The binding affinity (normalized) is 0.0847. (3) The peptide sequence is NRTIISLNKY. The MHC is Mamu-B17 with pseudo-sequence Mamu-B17. The binding affinity (normalized) is 0.